From a dataset of Forward reaction prediction with 1.9M reactions from USPTO patents (1976-2016). Predict the product of the given reaction. (1) The product is: [Cl:34][C:35]1[CH:36]=[C:37]([CH2:41][CH2:42][CH2:43][N:44]2[C:49](=[O:50])[C:48]([CH2:51][N:11]3[CH2:12][CH2:13][N:8]([CH3:6])[CH2:9][CH2:10]3)=[CH:47][C:46]([C:57]3[CH:62]=[CH:61][C:60]([F:63])=[C:59]([CH3:64])[CH:58]=3)=[N:45]2)[CH:38]=[CH:39][CH:40]=1. Given the reactants C(O[C:6]([N:8]1[CH2:13][CH2:12][N:11](C2C(=O)N(CC(C)C)N=C(C3C=CC(C)=C(F)C=3)C=2C)[CH2:10][CH2:9]1)=O)(C)(C)C.[Cl:34][C:35]1[CH:36]=[C:37]([CH2:41][CH2:42][CH2:43][N:44]2[C:49](=[O:50])[C:48]([CH2:51]OS(C)(=O)=O)=[CH:47][C:46]([C:57]3[CH:62]=[CH:61][C:60]([F:63])=[C:59]([CH3:64])[CH:58]=3)=[N:45]2)[CH:38]=[CH:39][CH:40]=1, predict the reaction product. (2) The product is: [CH2:1]([N:5]1[C:13]2[N:12]=[C:11]([CH:33]=[O:34])[N:10]([CH2:14][CH:15]=[CH2:16])[C:9]=2[C:8](=[O:17])[N:7]([CH3:18])[C:6]1=[O:19])[CH2:2][CH2:3][CH3:4]. Given the reactants [CH2:1]([N:5]1[C:13]2[N:12]=[CH:11][N:10]([CH2:14][CH:15]=[CH2:16])[C:9]=2[C:8](=[O:17])[N:7]([CH3:18])[C:6]1=[O:19])[CH2:2][CH2:3][CH3:4].[Li+].C[Si]([N-][Si](C)(C)C)(C)C.CN([CH:33]=[O:34])C, predict the reaction product. (3) Given the reactants C([O:3][CH:4]([O:8][CH2:9][CH3:10])N(C)C)C.[CH3:11][C:12]1[N:16]([C:17]2[CH:18]=[N:19][CH:20]=[CH:21][C:22]=2C(O)=O)[N:15]=[N:14][N:13]=1, predict the reaction product. The product is: [CH3:11][C:12]1[N:16]([C:17]2[CH:18]=[N:19][CH:20]=[CH:21][C:22]=2[C:4]([O:8][CH2:9][CH3:10])=[O:3])[N:15]=[N:14][N:13]=1. (4) Given the reactants C([O:3][C:4]([C@@H:6]1[O:11][C:10]2[CH:12]=[CH:13][C:14]([CH2:16][C@H:17]([NH:19][CH2:20][C@H:21]([OH:39])[CH2:22][O:23][C:24]3[CH:29]=[CH:28][C:27]([O:30]COC)=[C:26]([NH:34][S:35]([CH3:38])(=[O:37])=[O:36])[CH:25]=3)[CH3:18])=[CH:15][C:9]=2[O:8][CH2:7]1)=[O:5])C.Cl, predict the reaction product. The product is: [OH:39][C@H:21]([CH2:22][O:23][C:24]1[CH:29]=[CH:28][C:27]([OH:30])=[C:26]([NH:34][S:35]([CH3:38])(=[O:36])=[O:37])[CH:25]=1)[CH2:20][NH:19][C@H:17]([CH3:18])[CH2:16][C:14]1[CH:13]=[CH:12][C:10]2[O:11][C@@H:6]([C:4]([OH:5])=[O:3])[CH2:7][O:8][C:9]=2[CH:15]=1. (5) Given the reactants [Al+3].[Cl-].[Cl-].[Cl-].C[O:6][C:7]([C:9]1[N:10]([CH2:32][C:33]2[CH:38]=[CH:37][CH:36]=[CH:35][N:34]=2)[C:11]2[C:16]([C:17]=1[C:18](=[O:29])[NH:19][CH2:20][C:21]1[CH:26]=[CH:25][C:24]([F:27])=[C:23]([F:28])[CH:22]=1)=[CH:15][CH:14]=[C:13]([O:30]C)[CH:12]=2)=[O:8], predict the reaction product. The product is: [F:28][C:23]1[CH:22]=[C:21]([CH:26]=[CH:25][C:24]=1[F:27])[CH2:20][NH:19][C:18]([C:17]1[C:16]2[C:11](=[CH:12][C:13]([OH:30])=[CH:14][CH:15]=2)[N:10]([CH2:32][C:33]2[CH:38]=[CH:37][CH:36]=[CH:35][N:34]=2)[C:9]=1[C:7]([OH:8])=[O:6])=[O:29]. (6) The product is: [Cl:1][C:2]1[CH:13]=[C:6]([C:7]([C:22]2[CH:27]=[CH:26][C:25]([F:28])=[CH:24][CH:23]=2)=[O:8])[CH:5]=[N:4][C:3]=1[O:14][CH3:15]. Given the reactants [Cl:1][C:2]1[C:3]([O:14][CH3:15])=[N:4][CH:5]=[C:6]([CH:13]=1)[C:7](N(OC)C)=[O:8].[Li]CCCC.Br[C:22]1[CH:27]=[CH:26][C:25]([F:28])=[CH:24][CH:23]=1, predict the reaction product. (7) Given the reactants Br[C:2]1[CH:3]=[C:4]2[C:8](=[CH:9][CH:10]=1)[N:7](CC1C=CC(OC)=CC=1)[N:6]=[CH:5]2.[NH2:20][C@@H:21]1[CH2:26][CH2:25][CH2:24][N:23](C(OC(C)(C)C)=O)[CH2:22]1, predict the reaction product. The product is: [NH:23]1[CH2:24][CH2:25][CH2:26][C@@H:21]([NH:20][C:2]2[CH:3]=[C:4]3[C:8](=[CH:9][CH:10]=2)[NH:7][N:6]=[CH:5]3)[CH2:22]1.